From a dataset of NCI-60 drug combinations with 297,098 pairs across 59 cell lines. Regression. Given two drug SMILES strings and cell line genomic features, predict the synergy score measuring deviation from expected non-interaction effect. (1) Drug 1: CC1=C(C(CCC1)(C)C)C=CC(=CC=CC(=CC(=O)O)C)C. Drug 2: COCCOC1=C(C=C2C(=C1)C(=NC=N2)NC3=CC=CC(=C3)C#C)OCCOC.Cl. Cell line: A549. Synergy scores: CSS=25.8, Synergy_ZIP=6.45, Synergy_Bliss=8.95, Synergy_Loewe=6.53, Synergy_HSA=10.5. (2) Drug 1: C1C(C(OC1N2C=NC3=C(N=C(N=C32)Cl)N)CO)O. Drug 2: C1CC(C1)(C(=O)O)C(=O)O.[NH2-].[NH2-].[Pt+2]. Cell line: KM12. Synergy scores: CSS=35.2, Synergy_ZIP=-14.1, Synergy_Bliss=-15.3, Synergy_Loewe=-23.9, Synergy_HSA=-8.08. (3) Drug 1: CNC(=O)C1=CC=CC=C1SC2=CC3=C(C=C2)C(=NN3)C=CC4=CC=CC=N4. Drug 2: CCC1=CC2CC(C3=C(CN(C2)C1)C4=CC=CC=C4N3)(C5=C(C=C6C(=C5)C78CCN9C7C(C=CC9)(C(C(C8N6C)(C(=O)OC)O)OC(=O)C)CC)OC)C(=O)OC.C(C(C(=O)O)O)(C(=O)O)O. Cell line: SK-MEL-5. Synergy scores: CSS=29.7, Synergy_ZIP=7.70, Synergy_Bliss=4.50, Synergy_Loewe=-23.6, Synergy_HSA=-0.513. (4) Drug 1: CC(C1=C(C=CC(=C1Cl)F)Cl)OC2=C(N=CC(=C2)C3=CN(N=C3)C4CCNCC4)N. Drug 2: CCC1=CC2CC(C3=C(CN(C2)C1)C4=CC=CC=C4N3)(C5=C(C=C6C(=C5)C78CCN9C7C(C=CC9)(C(C(C8N6C)(C(=O)OC)O)OC(=O)C)CC)OC)C(=O)OC.C(C(C(=O)O)O)(C(=O)O)O. Cell line: OVCAR-5. Synergy scores: CSS=53.7, Synergy_ZIP=1.14, Synergy_Bliss=6.80, Synergy_Loewe=-0.243, Synergy_HSA=6.47. (5) Drug 1: CC12CCC3C(C1CCC2=O)CC(=C)C4=CC(=O)C=CC34C. Drug 2: CC(C)NC(=O)C1=CC=C(C=C1)CNNC.Cl. Cell line: SK-MEL-2. Synergy scores: CSS=53.3, Synergy_ZIP=2.40, Synergy_Bliss=7.48, Synergy_Loewe=4.73, Synergy_HSA=4.40. (6) Drug 1: CS(=O)(=O)OCCCCOS(=O)(=O)C. Drug 2: CC(C)NC(=O)C1=CC=C(C=C1)CNNC.Cl. Cell line: HT29. Synergy scores: CSS=1.86, Synergy_ZIP=-1.94, Synergy_Bliss=-3.53, Synergy_Loewe=-0.846, Synergy_HSA=-5.55. (7) Drug 2: CN1C(=O)N2C=NC(=C2N=N1)C(=O)N. Cell line: NCI-H322M. Synergy scores: CSS=18.4, Synergy_ZIP=0.702, Synergy_Bliss=-2.07, Synergy_Loewe=-61.6, Synergy_HSA=-5.38. Drug 1: CN(CC1=CN=C2C(=N1)C(=NC(=N2)N)N)C3=CC=C(C=C3)C(=O)NC(CCC(=O)O)C(=O)O. (8) Drug 1: C1=C(C(=O)NC(=O)N1)N(CCCl)CCCl. Drug 2: CNC(=O)C1=NC=CC(=C1)OC2=CC=C(C=C2)NC(=O)NC3=CC(=C(C=C3)Cl)C(F)(F)F. Cell line: NCI-H322M. Synergy scores: CSS=12.2, Synergy_ZIP=-5.20, Synergy_Bliss=0.102, Synergy_Loewe=-14.9, Synergy_HSA=-1.91.